Dataset: Peptide-MHC class II binding affinity with 134,281 pairs from IEDB. Task: Regression. Given a peptide amino acid sequence and an MHC pseudo amino acid sequence, predict their binding affinity value. This is MHC class II binding data. (1) The peptide sequence is AVAANELGMLEKTKE. The MHC is DRB3_0301 with pseudo-sequence DRB3_0301. The binding affinity (normalized) is 0.666. (2) The peptide sequence is EKKYFAATQFEPLAQ. The MHC is HLA-DQA10501-DQB10301 with pseudo-sequence HLA-DQA10501-DQB10301. The binding affinity (normalized) is 0.0159. (3) The peptide sequence is AAPAYEKLSAEQSPP. The MHC is DRB1_0101 with pseudo-sequence DRB1_0101. The binding affinity (normalized) is 0.511. (4) The peptide sequence is LLSYVIGLLPQGSVI. The MHC is DRB1_0802 with pseudo-sequence DRB1_0802. The binding affinity (normalized) is 0.630. (5) The peptide sequence is THHYRSKIEVGIRHL. The MHC is DRB1_0101 with pseudo-sequence DRB1_0101. The binding affinity (normalized) is 0.703. (6) The peptide sequence is MAQEDFLLMYEMHRE. The MHC is DRB1_0101 with pseudo-sequence DRB1_0101. The binding affinity (normalized) is 0.496. (7) The peptide sequence is AVFEAALTKAITAMT. The MHC is DRB1_0405 with pseudo-sequence DRB1_0405. The binding affinity (normalized) is 0.408.